Dataset: Catalyst prediction with 721,799 reactions and 888 catalyst types from USPTO. Task: Predict which catalyst facilitates the given reaction. (1) Reactant: [Si]([O:8][CH2:9][C:10]1[C:19]2[C:14](=[CH:15][CH:16]=[CH:17][CH:18]=2)[C:13]([C:20]2[C:32]3[C:31]4[C:26](=[CH:27][C:28]([C:35]5[C:36]([CH3:41])=[N:37][O:38][C:39]=5[CH3:40])=[C:29]([O:33][CH3:34])[CH:30]=4)[NH:25][C:24]=3[N:23]=[C:22]([CH3:42])[N:21]=2)=[CH:12][CH:11]=1)(C(C)(C)C)(C)C.CCCC[N+](CCCC)(CCCC)CCCC.[F-]. Product: [CH3:41][C:36]1[C:35]([C:28]2[CH:27]=[C:26]3[C:31]([C:32]4[C:20]([C:13]5[C:14]6[C:19](=[CH:18][CH:17]=[CH:16][CH:15]=6)[C:10]([CH2:9][OH:8])=[CH:11][CH:12]=5)=[N:21][C:22]([CH3:42])=[N:23][C:24]=4[NH:25]3)=[CH:30][C:29]=2[O:33][CH3:34])=[C:39]([CH3:40])[O:38][N:37]=1. The catalyst class is: 1. (2) Reactant: [CH3:1][O:2][C:3](=[O:15])[CH2:4][NH:5][CH2:6][C:7]1[CH:12]=[CH:11][C:10]([O:13][CH3:14])=[CH:9][CH:8]=1.C(N(CC)CC)C.[Cl:23][CH2:24][CH2:25][CH2:26][O:27][C:28]1[CH:33]=[CH:32][C:31]([S:34](Cl)(=[O:36])=[O:35])=[CH:30][CH:29]=1.Cl. Product: [CH3:1][O:2][C:3](=[O:15])[CH2:4][N:5]([S:34]([C:31]1[CH:30]=[CH:29][C:28]([O:27][CH2:26][CH2:25][CH2:24][Cl:23])=[CH:33][CH:32]=1)(=[O:35])=[O:36])[CH2:6][C:7]1[CH:8]=[CH:9][C:10]([O:13][CH3:14])=[CH:11][CH:12]=1. The catalyst class is: 38. (3) Reactant: C1(C)C=CC(S(O)(=O)=O)=CC=1.Cl[C:13]1[N:18]=[C:17]([C:19]([F:22])([F:21])[F:20])[CH:16]=[CH:15][N:14]=1.[CH3:23][S:24]([N:27]1[CH2:32][CH2:31][N:30]([C:33]2[CH:34]=[C:35]([NH2:45])[CH:36]=[C:37]([C:39]3[CH:44]=[CH:43][CH:42]=[CH:41][CH:40]=3)[CH:38]=2)[CH2:29][CH2:28]1)(=[O:26])=[O:25]. Product: [CH3:23][S:24]([N:27]1[CH2:28][CH2:29][N:30]([C:33]2[CH:34]=[C:35]([NH:45][C:13]3[N:18]=[C:17]([C:19]([F:22])([F:21])[F:20])[CH:16]=[CH:15][N:14]=3)[CH:36]=[C:37]([C:39]3[CH:44]=[CH:43][CH:42]=[CH:41][CH:40]=3)[CH:38]=2)[CH2:31][CH2:32]1)(=[O:25])=[O:26]. The catalyst class is: 155. (4) Reactant: [C:1]([C:3]1[CH:8]=[CH:7][C:6]([N:9]([CH2:15][C:16]2[O:17][CH:18]=[C:19]([C:21](OC)=[O:22])[N:20]=2)[CH2:10][C:11]([F:14])([F:13])[F:12])=[CH:5][C:4]=1[C:25]([F:28])([F:27])[F:26])#[N:2].CC(C[AlH]CC(C)C)C. Product: [OH:22][CH2:21][C:19]1[N:20]=[C:16]([CH2:15][N:9]([CH2:10][C:11]([F:14])([F:13])[F:12])[C:6]2[CH:7]=[CH:8][C:3]([C:1]#[N:2])=[C:4]([C:25]([F:26])([F:27])[F:28])[CH:5]=2)[O:17][CH:18]=1. The catalyst class is: 1. (5) Reactant: [Cl:1][C:2]1[NH:3][C:4]([NH:11][CH2:12][CH2:13][C:14]2[CH:18]=[CH:17][S:16][CH:15]=2)=[C:5]([F:10])[C:6](=[N:8][NH2:9])[N:7]=1.[CH:19]1([CH2:24][C@H:25]([CH2:29][N:30]([CH:38]=[O:39])[O:31][CH:32]2[CH2:37][CH2:36][CH2:35][CH2:34][O:33]2)[C:26](O)=[O:27])[CH2:23][CH2:22][CH2:21][CH2:20]1.CN1CCOCC1.C1C=NC2N(O)N=NC=2C=1.C(Cl)CCl. Product: [Cl:1][C:2]1[N:7]=[C:6]([NH:8][NH:9][C:26](=[O:27])[C@H:25]([CH2:24][CH:19]2[CH2:20][CH2:21][CH2:22][CH2:23]2)[CH2:29][N:30]([O:31][CH:32]2[CH2:37][CH2:36][CH2:35][CH2:34][O:33]2)[CH:38]=[O:39])[C:5]([F:10])=[C:4]([NH:11][CH2:12][CH2:13][C:14]2[CH:18]=[CH:17][S:16][CH:15]=2)[N:3]=1. The catalyst class is: 3. (6) Reactant: Cl[C:2]1[N:3]=[CH:4][CH:5]=[C:6]2[C:11]=1[N:10]=[CH:9][CH:8]=[CH:7]2.[NH2:12][C:13]1[CH:18]=[CH:17][CH:16]=[C:15]([CH3:19])[N:14]=1.C1(P(C2C=CC=CC=2)C2C3OC4C(=CC=CC=4P(C4C=CC=CC=4)C4C=CC=CC=4)C(C)(C)C=3C=CC=2)C=CC=CC=1.C(=O)([O-])[O-].[Cs+].[Cs+]. Product: [CH3:19][C:15]1[N:14]=[C:13]([NH:12][C:2]2[N:3]=[CH:4][CH:5]=[C:6]3[C:11]=2[N:10]=[CH:9][CH:8]=[CH:7]3)[CH:18]=[CH:17][CH:16]=1. The catalyst class is: 12.